This data is from Catalyst prediction with 721,799 reactions and 888 catalyst types from USPTO. The task is: Predict which catalyst facilitates the given reaction. Reactant: [CH3:1][O:2][C:3]1[CH:11]=[C:10]2[C:6]([CH2:7][CH2:8][CH:9]2O)=[CH:5][CH:4]=1.O.C1(C)C=CC(S(O)(=O)=O)=CC=1.C1(C=CC(O)=CC=1)O.C1(C)C=CC=CC=1. Product: [CH3:1][O:2][C:3]1[CH:11]=[C:10]2[C:6](=[CH:5][CH:4]=1)[CH2:7][CH:8]=[CH:9]2. The catalyst class is: 237.